From a dataset of TCR-epitope binding with 47,182 pairs between 192 epitopes and 23,139 TCRs. Binary Classification. Given a T-cell receptor sequence (or CDR3 region) and an epitope sequence, predict whether binding occurs between them. The epitope is LLWNGPMAV. The TCR CDR3 sequence is CASSDKFAGNPQPQHF. Result: 1 (the TCR binds to the epitope).